Dataset: CYP2C9 inhibition data for predicting drug metabolism from PubChem BioAssay. Task: Regression/Classification. Given a drug SMILES string, predict its absorption, distribution, metabolism, or excretion properties. Task type varies by dataset: regression for continuous measurements (e.g., permeability, clearance, half-life) or binary classification for categorical outcomes (e.g., BBB penetration, CYP inhibition). Dataset: cyp2c9_veith. (1) The drug is Cc1cc(C)c(S(C)(=O)=O)c(Oc2ccc(C(C)(C)C)cc2)n1. The result is 1 (inhibitor). (2) The compound is O=c1c(O)c(-c2ccc(O)c(O)c2)oc2cc(O)cc(O)c12. The result is 0 (non-inhibitor). (3) The compound is Cc1ccc(S(=O)(=O)N[C@H]2COC(=O)[C@H](C)COC(=O)[C@H](C)NC(=O)C/C=C\[C@H]2C)cc1. The result is 0 (non-inhibitor). (4) The drug is Cc1ccc(CS(=O)(=O)CCC(=O)NCCCN2CCCC2)cc1. The result is 0 (non-inhibitor). (5) The compound is CC(C)[C@H](Sc1nc(N)nc2nc[nH]c12)C(=O)O. The result is 0 (non-inhibitor). (6) The drug is NC[C@H](CS(=O)(=O)O)c1ccc(Cl)cc1. The result is 0 (non-inhibitor). (7) The result is 1 (inhibitor). The molecule is O=C(NCC1COc2ccccc2O1)C1C2C=CC3(CN(Cc4cccs4)C(=O)C13)O2.